Dataset: Forward reaction prediction with 1.9M reactions from USPTO patents (1976-2016). Task: Predict the product of the given reaction. (1) Given the reactants [F:1][C:2]1[CH:7]=[CH:6][C:5]([C:8](=O)[CH2:9][C:10]2[CH:15]=[CH:14][N:13]=[CH:12][CH:11]=2)=[CH:4][CH:3]=1.[F:17][C:18]1[CH:25]=[CH:24][CH:23]=[CH:22][C:19]=1[CH:20]=O.[CH3:26][C:27]1[CH:31]=[C:30]([NH2:32])[O:29][N:28]=1.[N+]([O-])([O-])=O.[NH4+].[Ce+4].[N+]([O-])([O-])=O.[N+]([O-])([O-])=O.[N+]([O-])([O-])=O.[N+]([O-])([O-])=O, predict the reaction product. The product is: [F:1][C:2]1[CH:7]=[CH:6][C:5]([C:8]2[N:32]=[C:30]3[O:29][N:28]=[C:27]([CH3:26])[C:31]3=[C:20]([C:19]3[CH:22]=[CH:23][CH:24]=[CH:25][C:18]=3[F:17])[C:9]=2[C:10]2[CH:15]=[CH:14][N:13]=[CH:12][CH:11]=2)=[CH:4][CH:3]=1. (2) Given the reactants CS([N:5]1[CH:9]=[CH:8][C:7]([CH:10]=[CH:11][C:12]2[S:13][CH:14]=[CH:15][CH:16]=2)=[N:6]1)(=O)=O.[Cl:17][C:18]1[CH:23]=[CH:22][C:21](S(N2C=CC(C=CC3SC=CC=3)=N2)(=O)=O)=[CH:20][CH:19]=1.ClC1C=CC=[C:44]([O:48]C2C=CC(C3C=CN(CC4C=CC(Cl)=CC=4)N=3)=CC=2)C=1C#N.ClC1C=CC(C(N2C=CC(C3N4C=CC=CC4=NC=3C)=N2)=O)=CC=1.ClC1C=CC(NC(N2C=CC(C=CC3SC=CC=3)=N2)=O)=CC=1.C(C1C=CN(C(C2C=CC(Cl)=CC=2)=O)N=1)(C1C=CC=CC=1)C1C=CC=CC=1.ClC1C=CC(C(N2C=CC(C3SC(C4SC(C5SC=CC=5)=CC=4)=NC=3C)=N2)=O)=CC=1.C1(NC(N2C=CC(C=CC3SC=CC=3)=N2)=O)C=CC=CC=1.ClC1C=C(Cl)C=CC=1C(N1C=CC(C2OC(C3C=CC(F)=CC=3F)=CC=2)=N1)=O.ClC1C=CC(C(N2C=CC(C3SC(C4SC=CC=4)=CC=3)=N2)=O)=CC=1.ClC1C=CC(C(N2C=CC(C3C(C4C=CC(Cl)=CC=4)=NOC=3C)=N2)=O)=CC=1.ClC1C=CC(C(N2C=CC(C3ON=C(C4C=CC=CC=4)C=3)=N2)=O)=CC=1.CNC(N1C=CC(C=CC2SC=CC=2)=N1)=O.CC(C)(C)C(N1C=CC(C=CC2SC=CC=2)=N1)=O, predict the reaction product. The product is: [Cl:17][C:18]1[CH:19]=[CH:20][C:21]([C:44]([N:5]2[CH:9]=[CH:8][C:7]([CH:10]=[CH:11][C:12]3[S:13][CH:14]=[CH:15][CH:16]=3)=[N:6]2)=[O:48])=[CH:22][CH:23]=1. (3) Given the reactants Br[C:2]1[CH:7]=[CH:6][C:5]([CH:8]([CH3:23])[C:9]([C:15]2[CH:16]=[CH:17][C:18](=[O:22])[N:19]([CH3:21])[CH:20]=2)([OH:14])[C:10]([F:13])([F:12])[F:11])=[C:4]([Cl:24])[CH:3]=1.[Cl:25][C:26]1[CH:31]=[CH:30][C:29](B(O)O)=[CH:28][C:27]=1[C:35]([O:37]CC)=[O:36], predict the reaction product. The product is: [Cl:25][C:26]1[CH:31]=[CH:30][C:29]([C:2]2[CH:7]=[CH:6][C:5]([CH:8]([CH3:23])[C:9]([OH:14])([C:15]3[CH:16]=[CH:17][C:18](=[O:22])[N:19]([CH3:21])[CH:20]=3)[C:10]([F:13])([F:12])[F:11])=[C:4]([Cl:24])[CH:3]=2)=[CH:28][C:27]=1[C:35]([OH:37])=[O:36].